Dataset: Reaction yield outcomes from USPTO patents with 853,638 reactions. Task: Predict the reaction yield, written as a fraction of the theoretical maximum amount of product (1.0 means a 100% yield; for example, 0.34 means a 34% yield). The reactants are [C:1]([C:4]1[CH:9]=[C:8]([Br:10])[CH:7]=[CH:6][C:5]=1[O:11][CH2:12]C(O)=O)(=O)[CH3:2].CC([O-])=O.[Na+].C(OC(=O)C)(=O)C.CC(O)=O. No catalyst specified. The product is [Br:10][C:8]1[CH:7]=[CH:6][C:5]2[O:11][CH:12]=[C:1]([CH3:2])[C:4]=2[CH:9]=1. The yield is 0.890.